This data is from TCR-epitope binding with 47,182 pairs between 192 epitopes and 23,139 TCRs. The task is: Binary Classification. Given a T-cell receptor sequence (or CDR3 region) and an epitope sequence, predict whether binding occurs between them. The epitope is ILKEPVHGV. The TCR CDR3 sequence is CSVEDSGNEQFF. Result: 1 (the TCR binds to the epitope).